This data is from Full USPTO retrosynthesis dataset with 1.9M reactions from patents (1976-2016). The task is: Predict the reactants needed to synthesize the given product. (1) The reactants are: C1(P(C2C=CC=CC=2)C2C=CC=CC=2)C=CC=CC=1.[Br:20]Br.[CH3:22][O:23][CH2:24][C:25]1[N:29]=[C:28]([C:30]2[CH:35]=[CH:34][CH:33]=[CH:32][C:31]=2[CH2:36]O)[O:27][N:26]=1. Given the product [Br:20][CH2:36][C:31]1[CH:32]=[CH:33][CH:34]=[CH:35][C:30]=1[C:28]1[O:27][N:26]=[C:25]([CH2:24][O:23][CH3:22])[N:29]=1, predict the reactants needed to synthesize it. (2) Given the product [CH2:18]([N:14]1[CH:15]=[CH:16][CH:17]=[C:12]([CH2:11][Cl:25])[C:13]1=[O:22])[CH2:19][CH2:20][CH3:21], predict the reactants needed to synthesize it. The reactants are: O1C2C=CC=CC=2N=C1O[CH2:11][C:12]1[C:13](=[O:22])[N:14]([CH2:18][CH2:19][CH2:20][CH3:21])[CH:15]=[CH:16][CH:17]=1.S(Cl)([Cl:25])=O. (3) The reactants are: [C:1]([C:9]1[N:13]([CH3:14])[C:12]([CH2:15][C:16]([O:18][CH2:19][CH3:20])=[O:17])=[CH:11][C:10]=1[CH3:21])(=[O:8])[C:2]1[CH:7]=[CH:6][CH:5]=[CH:4][CH:3]=1.Cl[C:23]1C=CC(C(C2N(C)C(CC(OCC)=O)=CC=2C)=O)=CC=1. Given the product [C:1]([C:9]1[N:13]([CH3:14])[C:12]([CH:15]([CH3:23])[C:16]([O:18][CH2:19][CH3:20])=[O:17])=[CH:11][C:10]=1[CH3:21])(=[O:8])[C:2]1[CH:3]=[CH:4][CH:5]=[CH:6][CH:7]=1, predict the reactants needed to synthesize it. (4) Given the product [C:34]([O:1][C:2]12[C:13]3[C:8](=[CH:9][CH:10]=[CH:11][CH:12]=3)[C:7](=[O:14])[C:6]1([O:15][C:23](=[O:26])[CH3:24])[C:5]1[CH:16]=[CH:17][C:18]([CH:20]([CH3:22])[CH3:21])=[CH:19][C:4]=1[O:3]2)(=[O:33])[CH3:35], predict the reactants needed to synthesize it. The reactants are: [OH:1][C:2]12[C:13]3[C:8](=[CH:9][CH:10]=[CH:11][CH:12]=3)[C:7](=[O:14])[C:6]1([OH:15])[C:5]1[CH:16]=[CH:17][C:18]([CH:20]([CH3:22])[CH3:21])=[CH:19][C:4]=1[O:3]2.[C:23]([OH:26])(=O)[CH3:24].N1C=CC=CC=1.[O:33]1CC[CH2:35][CH2:34]1. (5) Given the product [C:1]([O:5][C:6]([N:8]1[CH2:13][CH2:12][C@@H:11]([NH2:14])[C@H:10]([F:22])[CH2:9]1)=[O:7])([CH3:4])([CH3:2])[CH3:3], predict the reactants needed to synthesize it. The reactants are: [C:1]([O:5][C:6]([N:8]1[CH2:13][CH2:12][C@@H:11]([NH:14]CC2C=CC=CC=2)[C@H:10]([F:22])[CH2:9]1)=[O:7])([CH3:4])([CH3:3])[CH3:2].C([O-])=O.[NH4+].